This data is from Peptide-MHC class II binding affinity with 134,281 pairs from IEDB. The task is: Regression. Given a peptide amino acid sequence and an MHC pseudo amino acid sequence, predict their binding affinity value. This is MHC class II binding data. The peptide sequence is LQSLGAEIAVEQAAL. The MHC is DRB1_0802 with pseudo-sequence DRB1_0802. The binding affinity (normalized) is 0.144.